From a dataset of Peptide-MHC class II binding affinity with 134,281 pairs from IEDB. Regression. Given a peptide amino acid sequence and an MHC pseudo amino acid sequence, predict their binding affinity value. This is MHC class II binding data. (1) The peptide sequence is LRYMGEDGCWYGMEI. The MHC is DRB1_0901 with pseudo-sequence DRB1_0901. The binding affinity (normalized) is 0.176. (2) The peptide sequence is DYLILKNLTGLVSAG. The MHC is DRB3_0101 with pseudo-sequence DRB3_0101. The binding affinity (normalized) is 0.468. (3) The peptide sequence is WDTRITEADLDDEQE. The MHC is HLA-DQA10501-DQB10402 with pseudo-sequence HLA-DQA10501-DQB10402. The binding affinity (normalized) is 0. (4) The peptide sequence is GFLNEDHWFSRENSYSG. The MHC is DRB1_0101 with pseudo-sequence DRB1_0101. The binding affinity (normalized) is 0.497. (5) The peptide sequence is GENGRKTRSAYERMC. The MHC is DRB1_1101 with pseudo-sequence DRB1_1101. The binding affinity (normalized) is 0.209.